Dataset: Full USPTO retrosynthesis dataset with 1.9M reactions from patents (1976-2016). Task: Predict the reactants needed to synthesize the given product. (1) Given the product [F:3][C:4]1[CH:5]=[CH:6][C:7]([CH2:10][NH:11][C:19](=[O:21])[CH3:20])=[N:8][CH:9]=1, predict the reactants needed to synthesize it. The reactants are: Cl.Cl.[F:3][C:4]1[CH:5]=[CH:6][C:7]([CH2:10][NH2:11])=[N:8][CH:9]=1.C(N(CC)CC)C.[C:19](Cl)(=[O:21])[CH3:20]. (2) Given the product [CH2:3]([O:5][C:6]([C:7]1[C:8]([OH:9])=[N:10][C:11]2[C:12]([C:21]=1[CH3:22])=[CH:13][CH:14]=[C:15]([C:17]([CH3:20])([CH3:19])[CH3:18])[CH:16]=2)=[O:24])[CH3:4], predict the reactants needed to synthesize it. The reactants are: [H-].[Na+].[CH2:3]([O:5][C:6](=[O:24])[CH2:7][C:8]([NH:10][C:11]1[CH:16]=[C:15]([C:17]([CH3:20])([CH3:19])[CH3:18])[CH:14]=[CH:13][C:12]=1[C:21](=O)[CH3:22])=[O:9])[CH3:4].CC(O)=O.